Predict the product of the given reaction. From a dataset of Forward reaction prediction with 1.9M reactions from USPTO patents (1976-2016). Given the reactants [Cl:1][C:2]1[CH:7]=[C:6]([Cl:8])[CH:5]=[CH:4][C:3]=1[CH2:9][NH:10][C:11](=[O:19])[CH2:12][C:13]1[N:17]([CH3:18])[N:16]=[CH:15][CH:14]=1.[I:20]N1C(=O)CCC1=O, predict the reaction product. The product is: [Cl:1][C:2]1[CH:7]=[C:6]([Cl:8])[CH:5]=[CH:4][C:3]=1[CH2:9][NH:10][C:11](=[O:19])[CH2:12][C:13]1[N:17]([CH3:18])[N:16]=[CH:15][C:14]=1[I:20].